From a dataset of Catalyst prediction with 721,799 reactions and 888 catalyst types from USPTO. Predict which catalyst facilitates the given reaction. (1) The catalyst class is: 3. Reactant: [NH2:1][CH2:2][C@@H:3]1[O:7][C:6](=[O:8])[N:5]([CH2:9][C@@H:10]2[C@H:13]([NH:14][C:15](=[O:31])/[C:16](=[N:23]\[O:24][C:25]([CH3:30])([CH3:29])[C:26]([OH:28])=[O:27])/[C:17]3[N:18]=[C:19]([NH2:22])[S:20][CH:21]=3)[C:12](=[O:32])[N:11]2[S:33]([OH:36])(=[O:35])=[O:34])[CH2:4]1.Cl.[N:38]1([C:43](N)=[NH:44])C=CC=N1.CCN(C(C)C)C(C)C. Product: [NH2:22][C:19]1[S:20][CH:21]=[C:17](/[C:16](=[N:23]/[O:24][C:25]([CH3:29])([CH3:30])[C:26]([OH:28])=[O:27])/[C:15]([NH:14][C@@H:13]2[C:12](=[O:32])[N:11]([S:33]([OH:36])(=[O:34])=[O:35])[C@@H:10]2[CH2:9][N:5]2[CH2:4][C@H:3]([CH2:2][NH:1][C:43]([NH2:44])=[NH:38])[O:7][C:6]2=[O:8])=[O:31])[N:18]=1. (2) Reactant: [S:1]([N:11]1[C:19]2[C:14](=[CH:15][CH:16]=[CH:17][CH:18]=2)[C:13]([CH2:20][N:21]2[CH2:26][CH2:25][CH2:24][C:23]3([CH2:31][CH2:30][NH:29][CH2:28][CH2:27]3)[C:22]2=[O:32])=[CH:12]1)([C:4]1[CH:10]=[CH:9][C:7]([CH3:8])=[CH:6][CH:5]=1)(=[O:3])=[O:2].Cl[C:34]1[N:39]=[C:38]([O:40][CH3:41])[CH:37]=[C:36]([CH3:42])[N:35]=1.C1CCN2C(=NCCC2)CC1. Product: [CH3:41][O:40][C:38]1[CH:37]=[C:36]([CH3:42])[N:35]=[C:34]([N:29]2[CH2:30][CH2:31][C:23]3([C:22](=[O:32])[N:21]([CH2:20][C:13]4[C:14]5[C:19](=[CH:18][CH:17]=[CH:16][CH:15]=5)[N:11]([S:1]([C:4]5[CH:10]=[CH:9][C:7]([CH3:8])=[CH:6][CH:5]=5)(=[O:2])=[O:3])[CH:12]=4)[CH2:26][CH2:25][CH2:24]3)[CH2:27][CH2:28]2)[N:39]=1. The catalyst class is: 37. (3) Reactant: [F:1][C@@H:2]1[CH2:6][N:5]([C:7]([O:9][C:10]([CH3:13])([CH3:12])[CH3:11])=[O:8])[C@H:4]([C:14]([O:16]C)=[O:15])[CH2:3]1.[OH-].[Na+]. Product: [C:10]([O:9][C:7]([N:5]1[CH2:6][C@@H:2]([F:1])[CH2:3][C@H:4]1[C:14]([OH:16])=[O:15])=[O:8])([CH3:13])([CH3:11])[CH3:12]. The catalyst class is: 5. (4) Reactant: [NH2:1][CH2:2][CH2:3][CH2:4][CH2:5][CH2:6][C:7]([OH:9])=[O:8].C(=O)([O-])[O-].[Na+].[Na+].[NH2:16][C:17](=[NH:22])S(O)(=O)=O. Product: [NH:1]([CH2:2][CH2:3][CH2:4][CH2:5][CH2:6][C:7]([OH:9])=[O:8])[C:17]([NH2:22])=[NH:16]. The catalyst class is: 6. (5) Reactant: [CH3:1][N:2]1[C:6](=[O:7])[O:5][N:4]=[C:3]1[O:8]CC1C=CC=CC=1.[F:16][C:17]1[CH:22]=[CH:21][C:20]([N:23]([CH:27]([CH3:29])[CH3:28])[C:24](Cl)=[O:25])=[CH:19][CH:18]=1. Product: [F:16][C:17]1[CH:18]=[CH:19][C:20]([N:23]([CH:27]([CH3:29])[CH3:28])[C:24]([N:4]2[C:3](=[O:8])[N:2]([CH3:1])[C:6](=[O:7])[O:5]2)=[O:25])=[CH:21][CH:22]=1. The catalyst class is: 10. (6) Reactant: [C:1]([CH2:4][C:5]1[CH2:10][CH2:9][CH2:8][CH2:7][C:6]=1[C:11]([OH:13])=[O:12])([OH:3])=O. Product: [C:11]1(=[O:12])[C:6]2[CH2:7][CH2:8][CH2:9][CH2:10][C:5]=2[CH2:4][C:1](=[O:3])[O:13]1. The catalyst class is: 152.